This data is from Reaction yield outcomes from USPTO patents with 853,638 reactions. The task is: Predict the reaction yield, written as a fraction of the theoretical maximum amount of product (1.0 means a 100% yield; for example, 0.34 means a 34% yield). (1) The reactants are [CH3:1][O:2][C:3]1[CH:4]=[CH:5][CH:6]=[C:7]2[C:11]=1[C:10](=O)[CH2:9][CH2:8]2.Cl.[NH2:14][OH:15].C([O-])(=O)C.[Na+]. The catalyst is C(O)C.O. The product is [CH3:1][O:2][C:3]1[CH:4]=[CH:5][CH:6]=[C:7]2[C:11]=1[C:10](=[N:14][OH:15])[CH2:9][CH2:8]2. The yield is 0.980. (2) The reactants are [CH3:1][C:2]1[CH:7]=[CH:6][C:5]([CH3:8])=[CH:4][C:3]=1[NH:9][C:10](=[O:15])[CH2:11][C:12](=O)[CH3:13]. The catalyst is OS(O)(=O)=O. The product is [CH3:13][C:12]1[C:4]2[C:3](=[C:2]([CH3:1])[CH:7]=[CH:6][C:5]=2[CH3:8])[N:9]=[C:10]([OH:15])[CH:11]=1. The yield is 0.280. (3) The reactants are [C:1]([CH2:3][C:4]([NH:6][C:7]1[CH:8]=[N:9][CH:10]=[CH:11][C:12]=1[O:13][CH3:14])=[O:5])#[N:2].C([O-])(=O)C.[Na+].[Cl:20][C:21]([Cl:25])([Cl:24])[C:22]#[N:23]. The catalyst is C(O)C. The product is [NH2:23][C:22]([C:21]([Cl:25])([Cl:24])[Cl:20])=[C:3]([C:1]#[N:2])[C:4]([NH:6][C:7]1[CH:8]=[N:9][CH:10]=[CH:11][C:12]=1[O:13][CH3:14])=[O:5]. The yield is 0.800. (4) The reactants are [N:1]1[CH:6]=[CH:5][CH:4]=[C:3]([O:7][C:8]2[CH:17]=[CH:16][C:11]([C:12]([NH:14][NH2:15])=[O:13])=[CH:10][CH:9]=2)[CH:2]=1.[N:18]#[C:19][Br:20]. The catalyst is C1COCC1. The product is [BrH:20].[N:1]1[CH:6]=[CH:5][CH:4]=[C:3]([O:7][C:8]2[CH:9]=[CH:10][C:11]([C:12]3[O:13][C:19]([NH2:18])=[N:15][N:14]=3)=[CH:16][CH:17]=2)[CH:2]=1. The yield is 0.814. (5) The reactants are [Cl:1][C:2]1[CH:3]=[C:4]([CH:21]=[CH:22][C:23]=1[NH:24][C:25]([NH:27][CH:28]1[CH2:30][CH2:29]1)=[O:26])[O:5][C:6]1[C:15]2[C:10](=[CH:11][C:12]([O:19][CH3:20])=[C:13]([C:16]([OH:18])=O)[CH:14]=2)[N:9]=[CH:8][CH:7]=1.[CH2:31]([O:33][CH2:34][CH2:35][NH2:36])[CH3:32].C(N(CC)CC)C.F[P-](F)(F)(F)(F)F.N1(O[P+](N(C)C)(N(C)C)N(C)C)C2C=CC=CC=2N=N1. The catalyst is CN(C)C=O.O.C(OCC)(=O)C. The product is [CH2:31]([O:33][CH2:34][CH2:35][NH:36][C:16]([C:13]1[CH:14]=[C:15]2[C:10](=[CH:11][C:12]=1[O:19][CH3:20])[N:9]=[CH:8][CH:7]=[C:6]2[O:5][C:4]1[CH:21]=[CH:22][C:23]([NH:24][C:25]([NH:27][CH:28]2[CH2:29][CH2:30]2)=[O:26])=[C:2]([Cl:1])[CH:3]=1)=[O:18])[CH3:32]. The yield is 0.879.